Dataset: Forward reaction prediction with 1.9M reactions from USPTO patents (1976-2016). Task: Predict the product of the given reaction. (1) Given the reactants [Cl:1][C:2]1[CH:7]=[CH:6][CH:5]=[C:4]([Cl:8])[C:3]=1[NH:9][C:10]([NH:12][C:13]1[S:14][C:15]([C:25]2[CH:30]=[CH:29][C:28]([F:31])=[CH:27][CH:26]=2)=[CH:16][C:17]=1[C:18]([O:20]C(C)(C)C)=[O:19])=[O:11].C(O)(C(F)(F)F)=O, predict the reaction product. The product is: [Cl:1][C:2]1[CH:7]=[CH:6][CH:5]=[C:4]([Cl:8])[C:3]=1[NH:9][C:10]([NH:12][C:13]1[S:14][C:15]([C:25]2[CH:26]=[CH:27][C:28]([F:31])=[CH:29][CH:30]=2)=[CH:16][C:17]=1[C:18]([OH:20])=[O:19])=[O:11]. (2) Given the reactants [CH3:1][C:2]1[CH:7]=[CH:6][C:5]([S:8]([CH2:11][CH:12]([CH2:15][CH2:16][CH2:17][CH3:18])[CH:13]=[O:14])(=[O:10])=[O:9])=[CH:4][CH:3]=1.[C:19]1(C)[CH:24]=CC=[CH:21][CH:20]=1.CC(O)C=C.C1(C)C=CC(S(O)(=O)=O)=CC=1, predict the reaction product. The product is: [CH2:15]([C:12]([CH2:11][S:8]([C:5]1[CH:4]=[CH:3][C:2]([CH3:1])=[CH:7][CH:6]=1)(=[O:10])=[O:9])([CH2:24][CH:19]=[CH:20][CH3:21])[CH:13]=[O:14])[CH2:16][CH2:17][CH3:18]. (3) The product is: [Cl:1][C:2]1[CH:7]=[CH:6][C:5]([NH:8][C:9]2[CH:17]=[CH:18][CH:19]=[C:14]([F:13])[N:15]=2)=[CH:4][CH:3]=1. Given the reactants [Cl:1][C:2]1[CH:7]=[CH:6][C:5]([NH:8][CH:9]=O)=[CH:4][CH:3]=1.[H-].[Na+].[F:13][C:14]1[CH:19]=[CH:18][CH:17]=C(F)[N:15]=1.O, predict the reaction product. (4) Given the reactants [Cl:1][C:2]1[CH:7]=[CH:6][C:5]([S:8]([O-:10])=[O:9])=[CH:4][CH:3]=1.[Na+].[Cl:12][C:13]1[C:18]2[O:19][C:20]3[CH2:25][CH2:24][N:23]([C:26]([O:28][C:29]([CH3:32])([CH3:31])[CH3:30])=[O:27])[CH2:22][C:21]=3[C:17]=2[CH:16]=[C:15](Br)[CH:14]=1, predict the reaction product. The product is: [Cl:12][C:13]1[C:18]2[O:19][C:20]3[CH2:25][CH2:24][N:23]([C:26]([O:28][C:29]([CH3:32])([CH3:31])[CH3:30])=[O:27])[CH2:22][C:21]=3[C:17]=2[CH:16]=[C:15]([S:8]([C:5]2[CH:6]=[CH:7][C:2]([Cl:1])=[CH:3][CH:4]=2)(=[O:10])=[O:9])[CH:14]=1. (5) The product is: [F:35][C:32]1[CH:33]=[CH:34][C:29]([C:19]2[O:18][C:14]3[N:15]=[CH:16][N:17]=[C:12]([NH:11][CH2:10][CH2:9][CH2:8][CH2:7][CH2:6][C:5]([OH:36])=[O:4])[C:13]=3[C:20]=2[C:21]2[CH:22]=[CH:23][C:24]([O:27][CH3:28])=[CH:25][CH:26]=2)=[CH:30][CH:31]=1. Given the reactants [OH-].[Na+].C[O:4][C:5](=[O:36])[CH2:6][CH2:7][CH2:8][CH2:9][CH2:10][NH:11][C:12]1[C:13]2[C:20]([C:21]3[CH:26]=[CH:25][C:24]([O:27][CH3:28])=[CH:23][CH:22]=3)=[C:19]([C:29]3[CH:34]=[CH:33][C:32]([F:35])=[CH:31][CH:30]=3)[O:18][C:14]=2[N:15]=[CH:16][N:17]=1.Cl, predict the reaction product. (6) Given the reactants C([O:8][C:9](=O)[NH:10][CH2:11][C:12](=[O:46])[NH:13][C@H:14]1[CH2:18][C@@H:17]([N:19]2[CH:27]=[N:26][C:25]3[C:20]2=[N:21][C:22]([Cl:43])=[N:23][C:24]=3[NH:28][CH2:29][CH:30]([C:37]2[CH:42]=[CH:41][CH:40]=[CH:39][CH:38]=2)[C:31]2[CH:36]=[CH:35][CH:34]=[CH:33][CH:32]=2)[C@H:16]([OH:44])[C@@H:15]1[OH:45])C1C=CC=CC=1, predict the reaction product. The product is: [Cl:43][C:22]1[N:21]=[C:20]2[C:25]([N:26]=[CH:27][N:19]2[C@@H:17]2[CH2:18][C@H:14]([N:13]3[C:12](=[O:46])[CH2:11][NH:10][C:9]3=[O:8])[C@@H:15]([OH:45])[C@H:16]2[OH:44])=[C:24]([NH:28][CH2:29][CH:30]([C:37]2[CH:38]=[CH:39][CH:40]=[CH:41][CH:42]=2)[C:31]2[CH:36]=[CH:35][CH:34]=[CH:33][CH:32]=2)[N:23]=1.